This data is from Full USPTO retrosynthesis dataset with 1.9M reactions from patents (1976-2016). The task is: Predict the reactants needed to synthesize the given product. (1) Given the product [O:17]1[CH2:16][CH2:15][CH:14]([NH:13][C:12]2[NH:8][N:9]=[CH:10][CH:11]=2)[CH2:19][CH2:18]1, predict the reactants needed to synthesize it. The reactants are: C([N:8]1[C:12]([NH:13][CH:14]2[CH2:19][CH2:18][O:17][CH2:16][CH2:15]2)=[CH:11][CH:10]=[N:9]1)C1C=CC=CC=1. (2) Given the product [F:18][C:2]([F:1])([C:8]1[CH:13]=[CH:12][CH:11]=[C:10]([S:14]([CH3:17])(=[O:16])=[O:15])[CH:9]=1)[C:3]([OH:5])=[O:4], predict the reactants needed to synthesize it. The reactants are: [F:1][C:2]([F:18])([C:8]1[CH:13]=[CH:12][CH:11]=[C:10]([S:14]([CH3:17])(=[O:16])=[O:15])[CH:9]=1)[C:3]([O:5]CC)=[O:4].O.[OH-].[Li+]. (3) Given the product [CH3:8][C:6]1[C:5]([CH:9]([S:19][C:20]2[CH:21]=[N:22][C:23]([C:26]([F:27])([F:29])[F:28])=[CH:24][CH:25]=2)[C:10]2[C:15]([F:16])=[CH:14][CH:13]=[C:12]([F:17])[C:11]=2[F:18])=[CH:4][N:3]=[C:2]([CH:37]=[O:38])[CH:7]=1, predict the reactants needed to synthesize it. The reactants are: Br[C:2]1[CH:7]=[C:6]([CH3:8])[C:5]([CH:9]([S:19][C:20]2[CH:21]=[N:22][C:23]([C:26]([F:29])([F:28])[F:27])=[CH:24][CH:25]=2)[C:10]2[C:15]([F:16])=[CH:14][CH:13]=[C:12]([F:17])[C:11]=2[F:18])=[CH:4][N:3]=1.C([Li])CCC.CN(C)[CH:37]=[O:38].[Cl-].[NH4+]. (4) Given the product [CH3:1][N:2]([CH3:18])[C:3]1[NH:7][C:6]2[CH:8]=[C:9]([N+:15]([O-:17])=[O:16])[CH:10]=[C:11]([C:12]([OH:14])=[O:13])[C:5]=2[N:4]=1, predict the reactants needed to synthesize it. The reactants are: [CH3:1][N:2]([CH3:18])[C:3]1[NH:7][C:6]2[CH:8]=[C:9]([N+:15]([O-:17])=[O:16])[CH:10]=[C:11]([C:12]([O-:14])=[O:13])[C:5]=2[N:4]=1.O.[OH-].[Li+]. (5) Given the product [CH2:1]([O:8][CH2:9][C@H:10]1[CH2:15][N:14]([C:16]([O:18][C:19]([CH3:20])([CH3:21])[CH3:22])=[O:17])[CH2:13][C@@H:12]([C:23]([O:25][CH3:26])=[O:24])[O:11]1)[C:2]1[CH:3]=[CH:4][CH:5]=[CH:6][CH:7]=1, predict the reactants needed to synthesize it. The reactants are: [CH2:1]([O:8][CH2:9][C@H:10]1[CH2:15][N:14]([C:16]([O:18][C:19]([CH3:22])([CH3:21])[CH3:20])=[O:17])[CH2:13][C@@H:12]([C:23]([OH:25])=[O:24])[O:11]1)[C:2]1[CH:7]=[CH:6][CH:5]=[CH:4][CH:3]=1.[C:26](=O)([O-])[O-].[K+].[K+].CI.C(OCC)(=O)C. (6) Given the product [OH:26][CH2:25][CH2:24][CH2:23][NH:22][C:2]1[C:11]2[C:6](=[CH:7][CH:8]=[C:9]3[S:14](=[O:16])(=[O:15])[CH2:13][CH2:12][C:10]3=2)[N:5]=[CH:4][C:3]=1[C:17]([O:19][CH2:20][CH3:21])=[O:18], predict the reactants needed to synthesize it. The reactants are: Cl[C:2]1[C:11]2[C:6](=[CH:7][CH:8]=[C:9]3[S:14](=[O:16])(=[O:15])[CH2:13][CH2:12][C:10]3=2)[N:5]=[CH:4][C:3]=1[C:17]([O:19][CH2:20][CH3:21])=[O:18].[NH2:22][CH2:23][CH2:24][CH2:25][OH:26]. (7) Given the product [OH:22][C:17]1[CH:18]=[CH:19][CH:20]=[CH:21][C:16]=1[C:2]#[C:1][C:3]1[CH:8]=[CH:7][C:6]([CH2:9][CH2:10][C:11]([O:13][CH3:14])=[O:12])=[CH:5][CH:4]=1, predict the reactants needed to synthesize it. The reactants are: [C:1]([C:3]1[CH:8]=[CH:7][C:6]([CH2:9][CH2:10][C:11]([O:13][CH3:14])=[O:12])=[CH:5][CH:4]=1)#[CH:2].I[C:16]1[CH:21]=[CH:20][CH:19]=[CH:18][C:17]=1[OH:22].